Dataset: Full USPTO retrosynthesis dataset with 1.9M reactions from patents (1976-2016). Task: Predict the reactants needed to synthesize the given product. (1) Given the product [Cl:22][C:16]1[CH:17]=[C:18]([Cl:21])[CH:19]=[CH:20][C:15]=1[CH:13]([CH3:14])[C:12]([C:10]1[CH:9]=[CH:8][N:7]=[C:6]([O:5][CH2:4][CH2:3][OH:2])[CH:11]=1)([OH:27])[C:23]([F:26])([F:25])[F:24], predict the reactants needed to synthesize it. The reactants are: C[O:2][C:3](=O)[CH2:4][O:5][C:6]1[CH:11]=[C:10]([C:12]([OH:27])([C:23]([F:26])([F:25])[F:24])[CH:13]([C:15]2[CH:20]=[CH:19][C:18]([Cl:21])=[CH:17][C:16]=2[Cl:22])[CH3:14])[CH:9]=[CH:8][N:7]=1.[Li+].[BH4-].O. (2) Given the product [CH3:44][N:42]1[CH:43]=[C:39]([C:36]2[CH:37]=[CH:38][C:33]3[N:34]([C:30]([S:1][C:2]4[CH:22]=[CH:21][C:5]5[N:6]=[C:7]([NH2:9])[S:8][C:4]=5[CH:3]=4)=[N:31][N:32]=3)[N:35]=2)[CH:40]=[N:41]1, predict the reactants needed to synthesize it. The reactants are: [SH:1][C:2]1[CH:22]=[CH:21][C:5]2[N:6]=[C:7]([NH:9]C(NCCN3CCOCC3)=O)[S:8][C:4]=2[CH:3]=1.C(=O)([O-])[O-].[K+].[K+].Cl[C:30]1[N:34]2[N:35]=[C:36]([C:39]3[CH:40]=[N:41][N:42]([CH3:44])[CH:43]=3)[CH:37]=[CH:38][C:33]2=[N:32][N:31]=1.C(=O)([O-])O. (3) Given the product [C:21]([C@@H:9]1[C@@H:10]([O:13][Si:14]([C:17]([CH3:18])([CH3:19])[CH3:20])([CH3:15])[CH3:16])[CH2:11][CH2:12][N:8]1[C:6](=[O:7])[CH2:67][C:61]1[CH:62]=[CH:63][C:64]([C:65]#[N:66])=[C:59]([Cl:58])[C:60]=1[CH3:71])(=[O:23])[CH3:22], predict the reactants needed to synthesize it. The reactants are: C(O[C:6]([N:8]1[CH2:12][CH2:11][C@H:10]([O:13][Si:14]([C:17]([CH3:20])([CH3:19])[CH3:18])([CH3:16])[CH3:15])[C@@H:9]1[CH:21]([OH:23])[CH3:22])=[O:7])(C)(C)C.C(O)(C(F)(F)F)=O.C(Cl)Cl.C1CN([P+](Br)(N2CCCC2)N2CCCC2)CC1.F[P-](F)(F)(F)(F)F.[Cl:58][C:59]1[C:60]([CH3:71])=[C:61]([CH2:67]C(O)=O)[CH:62]=[CH:63][C:64]=1[C:65]#[N:66]. (4) Given the product [CH3:12][C:5]1([CH2:13][CH2:14][OH:15])[C:4]2[C:9](=[CH:10][CH:11]=[C:2]([S:22][CH3:21])[CH:3]=2)[O:8][CH2:7][CH2:6]1, predict the reactants needed to synthesize it. The reactants are: Br[C:2]1[CH:3]=[C:4]2[C:9](=[CH:10][CH:11]=1)[O:8][CH2:7][CH2:6][C:5]2([CH2:13][CH2:14][OH:15])[CH3:12].[Li]CCCC.[CH3:21][S:22]SC. (5) Given the product [OH:40][C:23]1[C:24]([C:31]([NH:33][CH2:34][C:35]([OH:37])=[O:36])=[O:32])=[C:25]2[C:30](=[C:21]([C:6]3[CH:11]=[CH:10][CH:9]=[CH:8][N:7]=3)[CH:22]=1)[N:29]=[CH:28][CH:27]=[N:26]2, predict the reactants needed to synthesize it. The reactants are: C([Sn](CCCC)(CCCC)[C:6]1[CH:11]=[CH:10][CH:9]=[CH:8][N:7]=1)CCC.Br[C:21]1[CH:22]=[C:23]([OH:40])[C:24]([C:31]([NH:33][CH2:34][C:35]([O:37]CC)=[O:36])=[O:32])=[C:25]2[C:30]=1[N:29]=[CH:28][CH:27]=[N:26]2.[OH-].[Na+]. (6) Given the product [CH3:18][O:19][C:20]1[CH:21]=[CH:22][C:23]([N:26]2[CH:30]=[CH:29][C:28]([O:31][CH2:2][C:3]3[C:8]([CH2:9][CH3:10])=[CH:7][CH:6]=[CH:5][C:4]=3[N:11]3[C:15](=[O:16])[N:14]([CH3:17])[N:13]=[N:12]3)=[N:27]2)=[CH:24][CH:25]=1, predict the reactants needed to synthesize it. The reactants are: Br[CH2:2][C:3]1[C:8]([CH2:9][CH3:10])=[CH:7][CH:6]=[CH:5][C:4]=1[N:11]1[C:15](=[O:16])[N:14]([CH3:17])[N:13]=[N:12]1.[CH3:18][O:19][C:20]1[CH:25]=[CH:24][C:23]([N:26]2[CH:30]=[CH:29][C:28]([OH:31])=[N:27]2)=[CH:22][CH:21]=1.C(=O)([O-])[O-].[K+].[K+].C(#N)C. (7) Given the product [CH2:1]([O:3][C:4](=[O:35])[C:5]([N:7]([CH2:19][C:20]1[CH:21]=[CH:22][C:23]([C:26]2[CH:31]=[CH:30][C:29]([C:32]([NH:54][CH2:46][CH2:47][CH2:48][CH2:49][CH2:50][CH2:51][CH2:52][CH3:53])=[O:33])=[CH:28][CH:27]=2)=[CH:24][CH:25]=1)[CH2:8][C:9]1[CH:14]=[CH:13][C:12]([C:15]([F:17])([F:16])[F:18])=[CH:11][CH:10]=1)=[O:6])[CH3:2], predict the reactants needed to synthesize it. The reactants are: [CH2:1]([O:3][C:4](=[O:35])[C:5]([N:7]([CH2:19][C:20]1[CH:25]=[CH:24][C:23]([C:26]2[CH:31]=[CH:30][C:29]([C:32](O)=[O:33])=[CH:28][CH:27]=2)=[CH:22][CH:21]=1)[CH2:8][C:9]1[CH:14]=[CH:13][C:12]([C:15]([F:18])([F:17])[F:16])=[CH:11][CH:10]=1)=[O:6])[CH3:2].C1C=CC2N(O)N=NC=2C=1.[CH2:46]([NH2:54])[CH2:47][CH2:48][CH2:49][CH2:50][CH2:51][CH2:52][CH3:53].Cl. (8) Given the product [Cl:1][C:2]1[CH:7]=[C:6]([Cl:8])[CH:5]=[CH:4][C:3]=1[C:9]1[N:10]=[C:11]([CH2:36][C:37]2[CH:42]=[CH:41][C:40]([C:43]3[CH:44]=[CH:45][C:46]([N:49]4[CH2:54][CH2:53][N:52]([CH3:57])[C:51](=[O:55])[CH2:50]4)=[CH:47][CH:48]=3)=[CH:39][CH:38]=2)[N:12]([C:14]2[CH:19]=[CH:18][C:17]([N:20]3[CH2:24][C:23](=[O:25])[NH:22][S:21]3(=[O:34])=[O:35])=[CH:16][CH:15]=2)[CH:13]=1, predict the reactants needed to synthesize it. The reactants are: [Cl:1][C:2]1[CH:7]=[C:6]([Cl:8])[CH:5]=[CH:4][C:3]=1[C:9]1[N:10]=[C:11]([CH2:36][C:37]2[CH:42]=[CH:41][C:40]([C:43]3[CH:48]=[CH:47][C:46]([N:49]4[CH2:54][CH2:53][NH:52][C:51](=[O:55])[CH2:50]4)=[CH:45][CH:44]=3)=[CH:39][CH:38]=2)[N:12]([C:14]2[CH:19]=[CH:18][C:17]([N:20]3[CH2:24][C:23](=[O:25])[N:22](COCC[Si](C)(C)C)[S:21]3(=[O:35])=[O:34])=[CH:16][CH:15]=2)[CH:13]=1.I[CH3:57]. (9) Given the product [C:17]([C:15]1[CH:14]=[C:13]([NH:23][C:24]([C:26]2[NH:27][C:28]3[C:33]([CH:34]=2)=[CH:32][CH:31]=[C:30]([NH:35][S:36]([CH3:39])(=[O:38])=[O:37])[CH:29]=3)=[O:25])[CH:12]=[C:11]([C:8]([C:5]2[CH:6]=[CH:7][C:2]([F:1])=[CH:3][CH:4]=2)([CH3:10])[CH3:9])[CH:16]=1)#[CH:18], predict the reactants needed to synthesize it. The reactants are: [F:1][C:2]1[CH:7]=[CH:6][C:5]([C:8]([C:11]2[CH:12]=[C:13]([NH:23][C:24]([C:26]3[NH:27][C:28]4[C:33]([CH:34]=3)=[CH:32][CH:31]=[C:30]([NH:35][S:36]([CH3:39])(=[O:38])=[O:37])[CH:29]=4)=[O:25])[CH:14]=[C:15]([C:17]#[C:18][Si](C)(C)C)[CH:16]=2)([CH3:10])[CH3:9])=[CH:4][CH:3]=1.CCCC[N+](CCCC)(CCCC)CCCC.[F-].O. (10) The reactants are: Cl[C:2]1[C:11]2[C:6](=[CH:7][CH:8]=[CH:9][CH:10]=2)[N:5]=[CH:4][C:3]=1[NH:12][C:13](=O)[CH:14]([CH3:16])[CH3:15].Cl.[CH:19]([O:22][NH2:23])([CH3:21])[CH3:20].Cl.CON. Given the product [CH:19]([O:22][N:23]1[C:2]2[C:11]3[CH:10]=[CH:9][CH:8]=[CH:7][C:6]=3[N:5]=[CH:4][C:3]=2[N:12]=[C:13]1[CH:14]([CH3:16])[CH3:15])([CH3:21])[CH3:20], predict the reactants needed to synthesize it.